This data is from Full USPTO retrosynthesis dataset with 1.9M reactions from patents (1976-2016). The task is: Predict the reactants needed to synthesize the given product. (1) Given the product [F:7][CH:6]([CH:11]([OH:12])[CH2:10][CH3:9])[C:5]([O:4][CH2:1][CH3:2])=[O:16], predict the reactants needed to synthesize it. The reactants are: [C:1]([O:4][CH2:5][CH:6](Br)[F:7])(=O)[CH3:2].[CH2:9]1C[O:12][CH2:11][CH2:10]1.C(OCC(Br)F)(=[O:16])C.C(=O)CC.C1COCC1.C(=O)CC.C(OC(C)C)(C)C. (2) Given the product [C:20]1([CH:28]=[CH:27][CH:26]=[C:24]([OH:25])[CH:22]=1)[OH:21].[CH:11]1[CH:12]=[C:13]2[C:14]([O:17][C:7]3([C:26]4[CH:27]=[CH:28][C:20]([OH:21])=[CH:22][C:24]=4[O:25][C:15]4[CH:2]=[C:3]([OH:19])[CH:4]=[CH:5][C:6]3=4)[C:8]2=[CH:9][CH:10]=1)=[O:16], predict the reactants needed to synthesize it. The reactants are: O[C:2]1[C:15]2[C:14](=[O:16])[C:13]3[C:8](=[CH:9][CH:10]=[CH:11][CH:12]=3)[C:7](=[O:17])[C:6]=2[CH:5]=[C:4](C)[C:3]=1[OH:19].[C:20]1([CH:28]=[CH:27][CH:26]=[C:24]([OH:25])[C:22]=1O)[OH:21]. (3) The reactants are: C(N(C(C)C)CC)(C)C.[C:10]([O:14][C:15](=[O:23])[NH:16][CH:17]1[CH2:22][CH2:21][NH:20][CH2:19][CH2:18]1)([CH3:13])([CH3:12])[CH3:11].[Cl:24][C:25]1[N:30]=[CH:29][C:28]([S:31](Cl)(=[O:33])=[O:32])=[CH:27][CH:26]=1. Given the product [C:10]([O:14][C:15](=[O:23])[NH:16][CH:17]1[CH2:22][CH2:21][N:20]([S:31]([C:28]2[CH:29]=[N:30][C:25]([Cl:24])=[CH:26][CH:27]=2)(=[O:33])=[O:32])[CH2:19][CH2:18]1)([CH3:13])([CH3:11])[CH3:12], predict the reactants needed to synthesize it. (4) The reactants are: F[C:2]1[N:11]=[CH:10][C:9]2[C:8]([NH:12][C:13]3[CH:18]=[CH:17][CH:16]=[C:15]([Br:19])[CH:14]=3)=[N:7][CH:6]=[N:5][C:4]=2[CH:3]=1.[CH3:20][O-:21].[Na+].CO. Given the product [CH3:20][O:21][C:2]1[N:11]=[CH:10][C:9]2[C:8]([NH:12][C:13]3[CH:18]=[CH:17][CH:16]=[C:15]([Br:19])[CH:14]=3)=[N:7][CH:6]=[N:5][C:4]=2[CH:3]=1, predict the reactants needed to synthesize it. (5) Given the product [NH2:46][C:6]1[CH:7]=[C:8]([CH:44]=[CH:45][CH:5]=1)[CH:9]([OH:52])[O:10][CH:11]1[CH:16]([C:17]2[CH:18]=[CH:19][C:20]([O:23][CH2:24][CH2:25][CH2:26][O:27][CH2:28][C:29]3[CH:34]=[CH:33][CH:32]=[CH:31][C:30]=3[O:35][CH3:36])=[CH:21][CH:22]=2)[CH2:15][CH2:14][N:13]([C:37]([O:39][C:40]([CH3:42])([CH3:43])[CH3:41])=[O:38])[CH2:12]1, predict the reactants needed to synthesize it. The reactants are: C(O[C:5]1[CH:45]=[CH:44][C:8]([CH2:9][O:10][CH:11]2[CH:16]([C:17]3[CH:22]=[CH:21][C:20]([O:23][CH2:24][CH2:25][CH2:26][O:27][CH2:28][C:29]4[CH:34]=[CH:33][CH:32]=[CH:31][C:30]=4[O:35][CH3:36])=[CH:19][CH:18]=3)[CH2:15][CH2:14][N:13]([C:37]([O:39][C:40]([CH3:43])([CH3:42])[CH3:41])=[O:38])[CH2:12]2)=[CH:7][C:6]=1[N+:46]([O-])=O)C=C.[BH4-].[Li+].C(=O)([O-])[OH:52].[Na+].